Dataset: Peptide-MHC class II binding affinity with 134,281 pairs from IEDB. Task: Regression. Given a peptide amino acid sequence and an MHC pseudo amino acid sequence, predict their binding affinity value. This is MHC class II binding data. (1) The peptide sequence is FVVFLVAAALGGLAA. The MHC is DRB1_0701 with pseudo-sequence DRB1_0701. The binding affinity (normalized) is 0.548. (2) The peptide sequence is HSRNLINELSERMAG. The MHC is DRB5_0101 with pseudo-sequence DRB5_0101. The binding affinity (normalized) is 0.520.